From a dataset of Forward reaction prediction with 1.9M reactions from USPTO patents (1976-2016). Predict the product of the given reaction. (1) Given the reactants [CH3:1][C:2]1[C:6]([CH2:7][O:8][C:9]2[CH:14]=[CH:13][C:12]([CH2:15][C:16]([OH:18])=O)=[CH:11][CH:10]=2)=[C:5]([CH3:19])[O:4][N:3]=1.[Cl:20][C:21]1[CH:26]=[CH:25][C:24]([CH:27]([C:29]2[CH:34]=[CH:33][C:32]([Cl:35])=[CH:31][CH:30]=2)[NH2:28])=[C:23]([CH3:36])[CH:22]=1, predict the reaction product. The product is: [Cl:20][C:21]1[CH:26]=[CH:25][C:24]([CH:27]([C:29]2[CH:34]=[CH:33][C:32]([Cl:35])=[CH:31][CH:30]=2)[NH:28][C:16](=[O:18])[CH2:15][C:12]2[CH:11]=[CH:10][C:9]([O:8][CH2:7][C:6]3[C:2]([CH3:1])=[N:3][O:4][C:5]=3[CH3:19])=[CH:14][CH:13]=2)=[C:23]([CH3:36])[CH:22]=1. (2) Given the reactants Br[C:2]1[CH:3]=[C:4]2[C:9](=[CH:10][CH:11]=1)[CH:8]=[C:7]([C:12]([OH:14])=[O:13])[CH:6]=[CH:5]2.C([Li])CCC.[CH:20]1[N:24]=[CH:23][N:22]2[CH2:25][CH2:26][C:27](=[O:28])[C:21]=12.[Cl-].[NH4+], predict the reaction product. The product is: [OH:28][C:27]1([C:2]2[CH:3]=[C:4]3[C:9](=[CH:10][CH:11]=2)[CH:8]=[C:7]([C:12]([OH:14])=[O:13])[CH:6]=[CH:5]3)[C:21]2[N:22]([CH:23]=[N:24][CH:20]=2)[CH2:25][CH2:26]1. (3) Given the reactants C([O:3][C:4](=[O:30])[CH2:5][S:6][C:7]1[S:11][C:10]([NH:12][C:13]([N:15]([C:22]2[CH:27]=[CH:26][CH:25]=[C:24]([Cl:28])[C:23]=2[CH3:29])CC2CCCC2)=[O:14])=[N:9][CH:8]=1)C.[CH:31]1(N(C2C=CC(S(C)(=O)=O)=CC=2)C(=O)N(C)C2SC=C(CC(O)=O)N=2)[CH2:35][CH2:34][CH2:33][CH2:32]1.[CH:60]1(CNC2C=CC=C(Cl)C=2C)CCCC1.C(OC(=O)CSC1SC(N)=NC=1)C, predict the reaction product. The product is: [Cl:28][C:24]1[C:23]([CH3:29])=[C:22]([N:15]([CH:31]2[CH2:35][CH2:34][CH2:33][CH2:32]2)[C:13](=[O:14])[N:12]([CH3:60])[C:10]2[S:11][C:7]([S:6][CH2:5][C:4]([OH:3])=[O:30])=[CH:8][N:9]=2)[CH:27]=[CH:26][CH:25]=1. (4) Given the reactants [Na].Cl.[CH2:3]([NH:6][C:7]([NH2:9])=[NH:8])[CH2:4][CH3:5].[CH3:10][O:11][CH2:12][CH2:13][CH2:14][O:15][C:16]1[CH:21]=[C:20]([CH2:22][CH2:23][C:24](OCC)=[O:25])[CH:19]=[CH:18][C:17]=1[C:29]1[CH:34]=[CH:33][C:32]([C:35]([N:37]2[CH2:42][CH2:41][O:40][CH2:39][CH2:38]2)=[O:36])=[CH:31][CH:30]=1.[Cl:43]CCl.[Cl-].[Na+].O, predict the reaction product. The product is: [ClH:43].[NH:8]=[C:7]([NH:6][CH2:3][CH2:4][CH3:5])[NH:9][C:24](=[O:25])[CH2:23][CH2:22][C:20]1[CH:19]=[CH:18][C:17]([C:29]2[CH:34]=[CH:33][C:32]([C:35]([N:37]3[CH2:42][CH2:41][O:40][CH2:39][CH2:38]3)=[O:36])=[CH:31][CH:30]=2)=[C:16]([O:15][CH2:14][CH2:13][CH2:12][O:11][CH3:10])[CH:21]=1. (5) Given the reactants [C:1]([C:3]1[CH:11]=[C:10]2[C:6]([C:7](/[CH:12]=[CH:13]/[C:14]3[CH:23]=[CH:22][C:17]([C:18]([O:20][CH3:21])=[O:19])=[CH:16][CH:15]=3)=[N:8][NH:9]2)=[CH:5][CH:4]=1)#N.CC(O)=[O:26].N1C=CC=CC=1.CN(C=O)C, predict the reaction product. The product is: [CH:1]([C:3]1[CH:11]=[C:10]2[C:6]([C:7](/[CH:12]=[CH:13]/[C:14]3[CH:23]=[CH:22][C:17]([C:18]([O:20][CH3:21])=[O:19])=[CH:16][CH:15]=3)=[N:8][NH:9]2)=[CH:5][CH:4]=1)=[O:26]. (6) Given the reactants C([C:3]1[CH:11]=[CH:10][C:6]([C:7](O)=[O:8])=[CH:5][C:4]=1[N+:12]([O-:14])=[O:13])#N.C(Cl)(=O)C(Cl)=O.BrC1C=C(C(F)(C(F)(F)F)C(F)(F)C(F)(F)F)C=C(Br)C=1[NH2:42].N1C=CC=CC=1.C(C1C=CC(C(Cl)=O)=CC=1[N+]([O-])=O)#N.C(=O)([O-])O.[Na+], predict the reaction product. The product is: [N+:12]([C:4]1[CH:5]=[C:6]([CH:10]=[CH:11][CH:3]=1)[C:7]([NH2:42])=[O:8])([O-:14])=[O:13]. (7) Given the reactants [NH2:1][C:2]1[C:11]([Cl:12])=[CH:10][CH:9]=[CH:8][C:3]=1[C:4]([O:6][CH3:7])=[O:5].Cl[C:14]1[C:23]2[C:18](=[C:19]([O:26][CH:27]3[CH2:31][CH2:30][CH2:29][CH2:28]3)[C:20]([O:24][CH3:25])=[CH:21][CH:22]=2)[O:17][C:16](=[O:32])[CH:15]=1, predict the reaction product. The product is: [Cl:12][C:11]1[C:2]([NH:1][C:14]2[C:23]3[C:18](=[C:19]([O:26][CH:27]4[CH2:31][CH2:30][CH2:29][CH2:28]4)[C:20]([O:24][CH3:25])=[CH:21][CH:22]=3)[O:17][C:16](=[O:32])[CH:15]=2)=[C:3]([CH:8]=[CH:9][CH:10]=1)[C:4]([O:6][CH3:7])=[O:5]. (8) The product is: [Br:16][C:17]1[CH:18]=[CH:19][CH:20]=[C:21]2[C:30]=1[C:24]1([CH2:25][CH2:26][N:27]([C:11](=[O:13])[CH2:10][CH2:9][C:4]3[CH:5]=[CH:6][CH:7]=[CH:8][C:3]=3[C:2]([F:1])([F:15])[F:14])[CH2:28][CH2:29]1)[CH2:23][CH:22]2[CH2:31][C:32]([O:34][CH2:35][CH3:36])=[O:33]. Given the reactants [F:1][C:2]([F:15])([F:14])[C:3]1[CH:8]=[CH:7][CH:6]=[CH:5][C:4]=1[CH2:9][CH2:10][C:11]([OH:13])=O.[Br:16][C:17]1[CH:18]=[CH:19][CH:20]=[C:21]2[C:30]=1[C:24]1([CH2:29][CH2:28][NH:27][CH2:26][CH2:25]1)[CH2:23][CH:22]2[CH2:31][C:32]([O:34][CH2:35][CH3:36])=[O:33], predict the reaction product. (9) Given the reactants [CH3:1][N:2]([CH3:53])[CH2:3][CH2:4][S:5]([NH:8][C:9]1[CH:14]=[C:13]([C:15]2[C:23]3[C:22]([NH:24][C@H:25]([C:27]4[N:32]([C:33]5[CH:38]=[CH:37][CH:36]=[CH:35][CH:34]=5)[C:31](=[O:39])[C:30]5=[C:40]([CH3:43])[CH:41]=[CH:42][N:29]5[N:28]=4)[CH3:26])=[N:21][CH:20]=[N:19][C:18]=3[N:17](COCC[Si](C)(C)C)[CH:16]=2)[CH:12]=[C:11]([OH:52])[CH:10]=1)(=[O:7])=[O:6].FC(F)(F)C(O)=O.N, predict the reaction product. The product is: [CH3:53][N:2]([CH3:1])[CH2:3][CH2:4][S:5]([NH:8][C:9]1[CH:14]=[C:13]([C:15]2[C:23]3[C:22]([NH:24][C@H:25]([C:27]4[N:32]([C:33]5[CH:38]=[CH:37][CH:36]=[CH:35][CH:34]=5)[C:31](=[O:39])[C:30]5=[C:40]([CH3:43])[CH:41]=[CH:42][N:29]5[N:28]=4)[CH3:26])=[N:21][CH:20]=[N:19][C:18]=3[NH:17][CH:16]=2)[CH:12]=[C:11]([OH:52])[CH:10]=1)(=[O:6])=[O:7].